From a dataset of Forward reaction prediction with 1.9M reactions from USPTO patents (1976-2016). Predict the product of the given reaction. (1) Given the reactants [O:1]1[C:6]2[CH:7]=[CH:8][C:9]([CH2:11][N:12]([CH:20]3[CH2:25][CH2:24][N:23]([CH2:26][CH2:27][N:28]4[C:37]5[C:32](=[C:33]([C:40]([NH:42][CH3:43])=[O:41])[CH:34]=[C:35]([O:38][CH3:39])[CH:36]=5)[CH:31]=[CH:30][C:29]4=[O:44])[CH2:22][CH2:21]3)C(=O)OC(C)(C)C)=[CH:10][C:5]=2[O:4][CH2:3][CH2:2]1.[ClH:45].C(OCC)(=O)C, predict the reaction product. The product is: [ClH:45].[O:1]1[C:6]2[CH:7]=[CH:8][C:9]([CH2:11][NH:12][CH:20]3[CH2:21][CH2:22][N:23]([CH2:26][CH2:27][N:28]4[C:37]5[CH:36]=[C:35]([O:38][CH3:39])[CH:34]=[C:33]([C:40]([NH:42][CH3:43])=[O:41])[C:32]=5[CH:31]=[CH:30][C:29]4=[O:44])[CH2:24][CH2:25]3)=[CH:10][C:5]=2[O:4][CH2:3][CH2:2]1. (2) Given the reactants [NH2:1][C:2]1[C:3](=[O:12])[N:4]([CH3:11])[C:5](=[O:10])[N:6]([CH3:9])[C:7]=1[NH2:8].[CH2:13]([O:16][CH2:17][CH2:18][C:19](O)=[O:20])[CH2:14][CH3:15].CCN=C=NCCCN(C)C, predict the reaction product. The product is: [NH2:8][C:7]1[N:6]([CH3:9])[C:5](=[O:10])[N:4]([CH3:11])[C:3](=[O:12])[C:2]=1[NH:1][C:19](=[O:20])[CH2:18][CH2:17][O:16][CH2:13][CH2:14][CH3:15]. (3) The product is: [OH:32][C@@H:30]1[CH2:29][O:28][N:27]([C:25]([C:10]2[C:11]3[C:16](=[O:17])[N:15]([CH3:18])[C:14](=[O:19])[N:13]([CH2:20][CH:21]([CH3:22])[CH3:23])[C:12]=3[S:24][C:9]=2[CH2:8][C:36]2[N:37]3[CH:42]=[CH:41][CH:40]=[CH:39][C:38]3=[N:34][CH:35]=2)=[O:26])[CH2:31]1. Given the reactants ClC1N=C(C)N([CH2:8][C:9]2[S:24][C:12]3[N:13]([CH2:20][CH:21]([CH3:23])[CH3:22])[C:14](=[O:19])[N:15]([CH3:18])[C:16](=[O:17])[C:11]=3[C:10]=2[C:25]([N:27]2[CH2:31][C@H:30]([OH:32])[CH2:29][O:28]2)=[O:26])C=1Cl.[N:34]1[CH:35]=[CH:36][N:37]2[CH:42]=[CH:41][CH:40]=[CH:39][C:38]=12.C(=O)([O-])[O-].[K+].[K+], predict the reaction product.